Dataset: Full USPTO retrosynthesis dataset with 1.9M reactions from patents (1976-2016). Task: Predict the reactants needed to synthesize the given product. Given the product [F:27][C:26]([F:29])([F:28])[C:24]([OH:30])=[O:25].[N:15]1([CH2:14][C@@H:11]2[CH2:12][CH2:13][C@H:9]([NH2:8])[CH2:10]2)[C:23]2[C:18](=[CH:19][CH:20]=[CH:21][CH:22]=2)[CH:17]=[N:16]1, predict the reactants needed to synthesize it. The reactants are: C([NH:8][C@H:9]1[CH2:13][CH2:12][C@@H:11]([CH2:14][N:15]2[C:23]3[C:18](=[CH:19][CH:20]=[CH:21][CH:22]=3)[CH:17]=[N:16]2)[CH2:10]1)(OC(C)(C)C)=O.[C:24]([OH:30])([C:26]([F:29])([F:28])[F:27])=[O:25].